This data is from NCI-60 drug combinations with 297,098 pairs across 59 cell lines. The task is: Regression. Given two drug SMILES strings and cell line genomic features, predict the synergy score measuring deviation from expected non-interaction effect. Drug 1: C1CN1C2=NC(=NC(=N2)N3CC3)N4CC4. Drug 2: C1CN(P(=O)(OC1)NCCCl)CCCl. Cell line: K-562. Synergy scores: CSS=42.0, Synergy_ZIP=4.31, Synergy_Bliss=5.40, Synergy_Loewe=-49.7, Synergy_HSA=1.26.